Dataset: Forward reaction prediction with 1.9M reactions from USPTO patents (1976-2016). Task: Predict the product of the given reaction. (1) Given the reactants [Cl:1][C:2]1[CH:3]=[C:4]([CH:14]([CH3:16])[CH3:15])[C:5]2[O:9][CH:8]([CH2:10][NH2:11])[CH2:7][C:6]=2[C:12]=1[CH3:13].C(N(C(C)C)CC)(C)C.Cl[C:27]([O:29][CH2:30][C:31]1[CH:36]=[CH:35][CH:34]=[CH:33][CH:32]=1)=[O:28], predict the reaction product. The product is: [Cl:1][C:2]1[CH:3]=[C:4]([CH:14]([CH3:16])[CH3:15])[C:5]2[O:9][CH:8]([CH2:10][NH:11][C:27](=[O:28])[O:29][CH2:30][C:31]3[CH:36]=[CH:35][CH:34]=[CH:33][CH:32]=3)[CH2:7][C:6]=2[C:12]=1[CH3:13]. (2) Given the reactants C([O:3][C:4]([C:6]1[NH:7][C:8]2[C:13]([C:14]=1[C:15]1[CH:20]=[CH:19][CH:18]=[CH:17][C:16]=1[CH3:21])=[CH:12][C:11]([NH:22][S:23]([C:26]1[CH:31]=[CH:30][C:29]([C:32]([CH3:35])([CH3:34])[CH3:33])=[CH:28][CH:27]=1)(=[O:25])=[O:24])=[CH:10][CH:9]=2)=[O:5])C.[OH-].[Na+], predict the reaction product. The product is: [C:32]([C:29]1[CH:28]=[CH:27][C:26]([S:23]([NH:22][C:11]2[CH:12]=[C:13]3[C:8](=[CH:9][CH:10]=2)[NH:7][C:6]([C:4]([OH:5])=[O:3])=[C:14]3[C:15]2[CH:20]=[CH:19][CH:18]=[CH:17][C:16]=2[CH3:21])(=[O:25])=[O:24])=[CH:31][CH:30]=1)([CH3:35])([CH3:34])[CH3:33]. (3) Given the reactants [NH2:1][CH2:2][C:3]([CH3:40])([CH3:39])[CH2:4][NH:5][C:6](=[O:38])[C:7]1[CH:12]=[CH:11][C:10]([NH:13][C:14]2[N:19]=[C:18]([NH:20][C:21]3([C:24]4[CH:29]=[CH:28][C:27]([Cl:30])=[CH:26][CH:25]=4)[CH2:23][CH2:22]3)[N:17]=[C:16]([O:31][CH2:32][C:33]([F:36])([F:35])[F:34])[N:15]=2)=[C:9]([F:37])[CH:8]=1.[CH3:41][N:42]([CH3:48])[C:43](=[O:47])[C:44](O)=[O:45].F[B-](F)(F)F.N1(OC(N(C)C)=[N+](C)C)C2C=CC=CC=2N=N1.CCN(C(C)C)C(C)C, predict the reaction product. The product is: [Cl:30][C:27]1[CH:28]=[CH:29][C:24]([C:21]2([NH:20][C:18]3[N:17]=[C:16]([O:31][CH2:32][C:33]([F:35])([F:36])[F:34])[N:15]=[C:14]([NH:13][C:10]4[CH:11]=[CH:12][C:7]([C:6]([NH:5][CH2:4][C:3]([CH3:40])([CH3:39])[CH2:2][NH:1][C:44](=[O:45])[C:43]([N:42]([CH3:48])[CH3:41])=[O:47])=[O:38])=[CH:8][C:9]=4[F:37])[N:19]=3)[CH2:23][CH2:22]2)=[CH:25][CH:26]=1. (4) Given the reactants [K].C(OC([C:8]1[CH2:9][N:10]([C:15]2[O:16][C:17]([CH3:20])=[N:18][N:19]=2)[CH2:11][CH2:12][C:13]=1[OH:14])=O)C=C.C(N(CC)CC)C.C(O)=O.C1(P(C2C=CC=CC=2)C2C=CC=CC=2)C=CC=CC=1, predict the reaction product. The product is: [CH3:20][C:17]1[O:16][C:15]([N:10]2[CH2:9][CH2:8][C:13](=[O:14])[CH2:12][CH2:11]2)=[N:19][N:18]=1. (5) Given the reactants I[CH2:2][CH3:3].C(=O)([O-])[O-].[K+].[K+].[Br:10][C:11]1[CH:33]=[CH:32][C:31]([OH:34])=[CH:30][C:12]=1[CH2:13][CH:14]1[CH2:19][CH2:18][N:17]([C:20](=[O:29])[CH2:21][C:22]2[CH:27]=[CH:26][CH:25]=[CH:24][C:23]=2[Cl:28])[CH2:16][CH2:15]1, predict the reaction product. The product is: [Br:10][C:11]1[CH:33]=[CH:32][C:31]([O:34][CH2:2][CH3:3])=[CH:30][C:12]=1[CH2:13][CH:14]1[CH2:15][CH2:16][N:17]([C:20](=[O:29])[CH2:21][C:22]2[CH:27]=[CH:26][CH:25]=[CH:24][C:23]=2[Cl:28])[CH2:18][CH2:19]1. (6) Given the reactants [CH3:1][O:2][C:3](=[O:12])[C:4]1[CH:9]=[CH:8][C:7](Cl)=[N:6][C:5]=1[Cl:11].[C:13]1(B(O)O)[CH:18]=[CH:17][CH:16]=[CH:15][CH:14]=1.C(=O)([O-])[O-].[K+].[K+], predict the reaction product. The product is: [CH3:1][O:2][C:3](=[O:12])[C:4]1[CH:9]=[CH:8][C:7]([C:13]2[CH:18]=[CH:17][CH:16]=[CH:15][CH:14]=2)=[N:6][C:5]=1[Cl:11]. (7) Given the reactants [ClH:1].[NH2:2][C:3]1[N:8]=[C:7]([N:9]([CH3:16])[C:10]2[CH:15]=[CH:14][CH:13]=[CH:12][CH:11]=2)[N:6]=[C:5]([C:17]2[N:21]=[C:20]([CH:22]3[CH2:26][CH2:25][N:24](C(OC(C)(C)C)=O)[CH2:23]3)[O:19][N:18]=2)[N:4]=1, predict the reaction product. The product is: [ClH:1].[CH3:16][N:9]([C:10]1[CH:15]=[CH:14][CH:13]=[CH:12][CH:11]=1)[C:7]1[N:8]=[C:3]([NH2:2])[N:4]=[C:5]([C:17]2[N:21]=[C:20]([CH:22]3[CH2:26][CH2:25][NH:24][CH2:23]3)[O:19][N:18]=2)[N:6]=1.